Task: Predict the product of the given reaction.. Dataset: Forward reaction prediction with 1.9M reactions from USPTO patents (1976-2016) Given the reactants [C:1]([O:5][C:6](=[O:23])[CH2:7][CH:8]([OH:22])[CH2:9][C@H:10]([OH:21])[CH2:11][O:12][C:13](=[O:20])[C:14]1[CH:19]=[CH:18][CH:17]=[CH:16][CH:15]=1)([CH3:4])([CH3:3])[CH3:2].CO[C:26](OC)([CH3:28])[CH3:27].C1(C)C=CC(S(O)(=O)=O)=CC=1.N1C=CN=C1, predict the reaction product. The product is: [C:1]([O:5][C:6](=[O:23])[CH2:7][C@H:8]1[CH2:9][C@@H:10]([CH2:11][O:12][C:13](=[O:20])[C:14]2[CH:15]=[CH:16][CH:17]=[CH:18][CH:19]=2)[O:21][C:26]([CH3:28])([CH3:27])[O:22]1)([CH3:4])([CH3:2])[CH3:3].